This data is from Reaction yield outcomes from USPTO patents with 853,638 reactions. The task is: Predict the reaction yield, written as a fraction of the theoretical maximum amount of product (1.0 means a 100% yield; for example, 0.34 means a 34% yield). (1) The reactants are Br[C:2]1[N:7]=[CH:6][C:5]([C:8]2[CH:9]=[C:10]3[C:14](=[CH:15][CH:16]=2)[C:13](=[O:17])[N:12]([CH3:18])[CH2:11]3)=[CH:4][CH:3]=1.CC1(C)C(C)(C)OB([C:27]2[CH:28]=[C:29]([NH:33][C:34](=[O:40])[O:35][C:36]([CH3:39])([CH3:38])[CH3:37])[CH:30]=[N:31][CH:32]=2)O1. No catalyst specified. The product is [CH3:18][N:12]1[CH2:11][C:10]2[C:14](=[CH:15][CH:16]=[C:8]([C:5]3[CH:4]=[CH:3][C:2]([C:27]4[CH:32]=[N:31][CH:30]=[C:29]([NH:33][C:34](=[O:40])[O:35][C:36]([CH3:38])([CH3:37])[CH3:39])[CH:28]=4)=[N:7][CH:6]=3)[CH:9]=2)[C:13]1=[O:17]. The yield is 0.550. (2) The reactants are [CH2:1]([O:3][C:4](=[O:27])[CH2:5][CH:6]([N:13]1[C:21]2[C:16](=[CH:17][C:18]([O:22][CH2:23][CH2:24][O:25][NH2:26])=[CH:19][CH:20]=2)[CH:15]=[CH:14]1)[C:7]1[CH:12]=[CH:11][CH:10]=[CH:9][CH:8]=1)[CH3:2].Cl.[N:29]1([C:34]([NH2:36])=O)C=CC=N1. The catalyst is CO. The product is [CH2:1]([O:3][C:4](=[O:27])[CH2:5][CH:6]([N:13]1[C:21]2[C:16](=[CH:17][C:18]([O:22][CH2:23][CH2:24][O:25][NH:26][C:34]([NH2:36])=[NH:29])=[CH:19][CH:20]=2)[CH:15]=[CH:14]1)[C:7]1[CH:12]=[CH:11][CH:10]=[CH:9][CH:8]=1)[CH3:2]. The yield is 0.970. (3) The yield is 0.520. The catalyst is C1C=CC=CC=1.O. The reactants are [OH:1][C:2]1[CH:3]=[C:4]([NH:8][C:9](=[O:11])[CH3:10])[CH:5]=[CH:6][CH:7]=1.C(NC1C=C(OC(=O)C)C=CC=1)=O.[CH3:25][C:26](=[CH2:30])[CH2:27][CH2:28]O.CCOC(/N=N/C(OCC)=O)=O.C1C=CC(P(C2C=CC=CC=2)C2C=CC=CC=2)=CC=1. The product is [CH3:30][C:26](=[CH2:25])[CH2:27][CH2:28][O:1][C:2]1[CH:3]=[C:4]([NH:8][C:9](=[O:11])[CH3:10])[CH:5]=[CH:6][CH:7]=1. (4) The reactants are C([N:8]1[CH2:13][CH2:12][CH:11]([N:14]([CH3:35])[C:15](=[O:34])[CH2:16][O:17][C:18]2[N:23]=[C:22]([CH3:24])[C:21]([NH:25][C:26](=[O:32])[O:27][C:28]([CH3:31])([CH3:30])[CH3:29])=[C:20]([CH3:33])[N:19]=2)[CH2:10][CH2:9]1)C1C=CC=CC=1. The catalyst is CO.[Pd]. The product is [CH3:24][C:22]1[C:21]([NH:25][C:26](=[O:32])[O:27][C:28]([CH3:31])([CH3:29])[CH3:30])=[C:20]([CH3:33])[N:19]=[C:18]([O:17][CH2:16][C:15]([N:14]([CH3:35])[CH:11]2[CH2:10][CH2:9][NH:8][CH2:13][CH2:12]2)=[O:34])[N:23]=1. The yield is 0.960. (5) The reactants are [C:1]([O:5][C:6]([N:8]1[CH2:12][C:11]([F:14])([F:13])[CH2:10][C@H:9]1[C:15]([OH:17])=O)=[O:7])([CH3:4])([CH3:3])[CH3:2].CN(C(ON1N=NC2C=CC=NC1=2)=[N+](C)C)C.F[P-](F)(F)(F)(F)F.[Br:42][C:43]1[CH:44]=[C:45]([NH2:50])[C:46]([NH2:49])=[CH:47][CH:48]=1.CCN(C(C)C)C(C)C. The catalyst is [Cl-].[Na+].O.O.CN(C=O)C. The product is [NH2:50][C:45]1[CH:44]=[C:43]([Br:42])[CH:48]=[CH:47][C:46]=1[NH:49][C:15]([C@@H:9]1[CH2:10][C:11]([F:13])([F:14])[CH2:12][N:8]1[C:6]([O:5][C:1]([CH3:2])([CH3:3])[CH3:4])=[O:7])=[O:17]. The yield is 0.890. (6) The reactants are [C:1]1([C:7]2[CH:12]=[C:11]([CH:13]3[CH2:18][C:17](=[O:19])[NH:16][C:15](=[O:20])[CH2:14]3)[CH:10]=[CH:9][C:8]=2[NH:21][C:22]([C:24]2[N:25](COCC[Si](C)(C)C)[CH:26]=[C:27]([C:29]#[N:30])[N:28]=2)=[O:23])[CH2:6][CH2:5][CH2:4][CH2:3][CH:2]=1.C(O)(C(F)(F)F)=O. The catalyst is C(Cl)Cl.CCO. The product is [C:1]1([C:7]2[CH:12]=[C:11]([CH:13]3[CH2:14][C:15](=[O:20])[NH:16][C:17](=[O:19])[CH2:18]3)[CH:10]=[CH:9][C:8]=2[NH:21][C:22]([C:24]2[NH:25][CH:26]=[C:27]([C:29]#[N:30])[N:28]=2)=[O:23])[CH2:6][CH2:5][CH2:4][CH2:3][CH:2]=1. The yield is 0.0800. (7) The reactants are [CH3:1][C:2]([S@:5](/[N:7]=[CH:8]/[C:9]1[CH:14]=[C:13]([CH3:15])[C:12]([O:16][CH2:17][C:18]([F:21])([F:20])[F:19])=[CH:11][N:10]=1)=[O:6])([CH3:4])[CH3:3].[CH3:22][Mg]Br.C1COCC1. The catalyst is C(Cl)Cl. The product is [CH3:4][C:2]([S@:5]([NH:7][CH:8]([C:9]1[CH:14]=[C:13]([CH3:15])[C:12]([O:16][CH2:17][C:18]([F:21])([F:19])[F:20])=[CH:11][N:10]=1)[CH3:22])=[O:6])([CH3:1])[CH3:3]. The yield is 0.940. (8) The reactants are [C:1]1([CH2:7][CH:8]=O)[CH:6]=[CH:5][CH:4]=[CH:3][CH:2]=1.Cl.[NH2:11][OH:12].[OH-].[Na+].CC1C=CC(S(NCl)(=O)=O)=CC=1.[CH2:27]([NH:34][C:35]([C:37]1[S:41][C:40]([C:42]#[CH:43])=[N:39][C:38]=1[CH3:44])=[O:36])[C:28]1[CH:33]=[CH:32][CH:31]=[CH:30][CH:29]=1. The product is [CH2:27]([NH:34][C:35]([C:37]1[S:41][C:40]([C:42]2[O:12][N:11]=[C:8]([CH2:7][C:1]3[CH:2]=[CH:3][CH:4]=[CH:5][CH:6]=3)[CH:43]=2)=[N:39][C:38]=1[CH3:44])=[O:36])[C:28]1[CH:29]=[CH:30][CH:31]=[CH:32][CH:33]=1. The yield is 0.530. The catalyst is C(O)(C)(C)C.O.[Cu]I.